This data is from Reaction yield outcomes from USPTO patents with 853,638 reactions. The task is: Predict the reaction yield, written as a fraction of the theoretical maximum amount of product (1.0 means a 100% yield; for example, 0.34 means a 34% yield). (1) The reactants are [CH2:1]([NH:3][CH2:4][CH2:5][N:6]1[CH2:11][CH2:10][C:9]2[NH:12][CH:13]=[C:14]([CH3:15])[C:8]=2[C:7]1=[O:16])[CH3:2].[C:17](O[C:17]([O:19][C:20]([CH3:23])([CH3:22])[CH3:21])=[O:18])([O:19][C:20]([CH3:23])([CH3:22])[CH3:21])=[O:18].C(=O)([O-])[O-].[K+].[K+]. The catalyst is C(O)(C)C.O. The product is [C:20]([O:19][C:17](=[O:18])[N:3]([CH2:1][CH3:2])[CH2:4][CH2:5][N:6]1[CH2:11][CH2:10][C:9]2[NH:12][CH:13]=[C:14]([CH3:15])[C:8]=2[C:7]1=[O:16])([CH3:23])([CH3:22])[CH3:21]. The yield is 0.514. (2) The reactants are [O:1]([C:8]1[CH:9]=[C:10]([NH:14][CH2:15][C:16]2[CH:21]=[CH:20][CH:19]=[C:18]([OH:22])[CH:17]=2)[CH:11]=[CH:12][CH:13]=1)[C:2]1[CH:7]=[CH:6][CH:5]=[CH:4][CH:3]=1.[F:23][C:24]([F:29])([F:28])[CH:25]1[O:27][CH2:26]1. No catalyst specified. The product is [O:1]([C:8]1[CH:9]=[C:10]([N:14]([CH2:15][C:16]2[CH:21]=[CH:20][CH:19]=[C:18]([O:22][CH2:26][CH:25]([OH:27])[C:24]([F:29])([F:28])[F:23])[CH:17]=2)[CH2:26][CH:25]([OH:27])[C:24]([F:29])([F:28])[F:23])[CH:11]=[CH:12][CH:13]=1)[C:2]1[CH:3]=[CH:4][CH:5]=[CH:6][CH:7]=1. The yield is 0.770.